This data is from Reaction yield outcomes from USPTO patents with 853,638 reactions. The task is: Predict the reaction yield, written as a fraction of the theoretical maximum amount of product (1.0 means a 100% yield; for example, 0.34 means a 34% yield). (1) The reactants are [NH:1]([C:28]([O:30][CH2:31][C:32]1[CH:37]=[CH:36][CH:35]=[CH:34][CH:33]=1)=[O:29])[C@H:2]([C:10]([NH:12][C@H:13]([C:25]([OH:27])=[O:26])[CH2:14][CH2:15][CH2:16][CH2:17][NH:18][C:19]([O:21][CH2:22][CH:23]=[CH2:24])=[O:20])=[O:11])[CH2:3][C:4]1[CH:9]=[CH:8][CH:7]=[CH:6][CH:5]=1.[NH2:38][C:39]1[CH:46]=[CH:45][C:42]([CH2:43][OH:44])=[CH:41][CH:40]=1.N1C=CC=CC=1.Cl[C:54]([O:56][C:57]1[CH:62]=[CH:61][C:60]([N+:63]([O-:65])=[O:64])=[CH:59][CH:58]=1)=[O:55]. The catalyst is C1COCC1.CCOC(C)=O. The product is [NH:1]([C:28]([O:30][CH2:31][C:32]1[CH:33]=[CH:34][CH:35]=[CH:36][CH:37]=1)=[O:29])[C@H:2]([C:10]([NH:12][C@H:13]([C:25]([OH:27])=[O:26])[CH2:14][CH2:15][CH2:16][CH2:17][NH:18][C:19]([O:21][CH2:22][CH:23]=[CH2:24])=[O:20])=[O:11])[CH2:3][C:4]1[CH:9]=[CH:8][CH:7]=[CH:6][CH:5]=1.[C:54](=[O:55])([O:56][C:57]1[CH:58]=[CH:59][C:60]([N+:63]([O-:65])=[O:64])=[CH:61][CH:62]=1)[O:44][CH2:43][C:42]1[CH:45]=[CH:46][C:39]([NH2:38])=[CH:40][CH:41]=1. The yield is 0.710. (2) The reactants are Br[CH2:2][C@@H:3]([CH2:10][CH:11]([CH3:13])[CH3:12])[CH2:4][C:5]([O:7][CH2:8][CH3:9])=[O:6].[N-:14]=[N+:15]=[N-:16].[Na+]. The catalyst is CN(C=O)C. The product is [N:14]([CH2:2][C@@H:3]([CH2:10][CH:11]([CH3:13])[CH3:12])[CH2:4][C:5]([O:7][CH2:8][CH3:9])=[O:6])=[N+:15]=[N-:16]. The yield is 0.929. (3) The catalyst is C(Cl)Cl. The product is [NH2:106][C@H:103]1[CH2:104][CH2:105][C@H:100]([NH:107][C:36]2[CH:37]=[C:38]([NH:47][C:48]3[CH:53]=[CH:52][C:51]([S:54]([NH:57][CH3:58])(=[O:56])=[O:55])=[CH:50][CH:49]=3)[C:39]3[N:40]([C:42]([C:45]#[N:46])=[CH:43][N:44]=3)[N:41]=2)[CH2:101][CH2:102]1. The reactants are ClC1C=C(N(CC2C=CC(OC)=CC=2)C2C=CC=CC=2)C2N(C(C=CC3C=CN=CC=3)=CN=2)N=1.Cl[C:36]1[CH:37]=[C:38]([NH:47][C:48]2[CH:53]=[CH:52][C:51]([S:54]([NH:57][CH3:58])(=[O:56])=[O:55])=[CH:50][CH:49]=2)[C:39]2[N:40]([C:42]([C:45]#[N:46])=[CH:43][N:44]=2)[N:41]=1.C(N1CCCC(NC2C=C(N(CC3C=CC(OC)=CC=3)C3C=CC=CC=3)C3N(C(C#N)=CN=3)N=2)C1)C1C=CC=CC=1.[C@H:100]1([NH2:107])[CH2:105][CH2:104][C@H:103]([NH2:106])[CH2:102][CH2:101]1. The yield is 0.264. (4) The yield is 0.580. The product is [C:45]([O:44][C:42]([N:49]1[CH2:54][CH2:53][N:52]([C:25]([C:11]2[C:12]3[C:17]([CH3:18])=[N:16][N:15]([CH:19]4[CH2:24][CH2:23][CH2:22][CH2:21][O:20]4)[C:13]=3[N:14]=[C:9]([C:3]3[CH:4]=[CH:5][C:6]([OH:8])=[CH:7][C:2]=3[F:1])[CH:10]=2)=[O:26])[C:51]([CH3:56])([CH3:55])[CH2:50]1)=[O:43])([CH3:48])([CH3:46])[CH3:47]. The reactants are [F:1][C:2]1[CH:7]=[C:6]([OH:8])[CH:5]=[CH:4][C:3]=1[C:9]1[CH:10]=[C:11]([C:25](O)=[O:26])[C:12]2[C:17]([CH3:18])=[N:16][N:15]([CH:19]3[CH2:24][CH2:23][CH2:22][CH2:21][O:20]3)[C:13]=2[N:14]=1.F[B-](F)(F)F.BrC1C=CC=C[N+]=1CC.[C:42]([N:49]1[CH2:54][CH2:53][NH:52][C:51]([CH3:56])([CH3:55])[CH2:50]1)([O:44][C:45]([CH3:48])([CH3:47])[CH3:46])=[O:43]. The catalyst is ClCCl.C(N(CC)C(C)C)(C)C. (5) The product is [CH2:8]([O:7][C:3](=[O:10])[CH2:26][C:25]([C:22]1[CH:23]=[CH:24][C:19]([O:18][CH2:11][C:12]2[CH:17]=[CH:16][CH:15]=[CH:14][CH:13]=2)=[CH:20][CH:21]=1)=[O:27])[CH3:9]. The catalyst is C1(C)C=CC=CC=1. The reactants are [H-].[Na+].[C:3](=[O:10])([O:7][CH2:8][CH3:9])OCC.[CH2:11]([O:18][C:19]1[CH:24]=[CH:23][C:22]([C:25](=[O:27])[CH3:26])=[CH:21][CH:20]=1)[C:12]1[CH:17]=[CH:16][CH:15]=[CH:14][CH:13]=1.O. The yield is 0.700. (6) The reactants are [N:1]1([C:7]2[CH:12]=[CH:11][C:10]([NH:13][C:14]3[C:15]4[N:16]([CH:27]=[CH:28][N:29]=4)[C:17](C4C=NNC=4C#N)=[CH:18][N:19]=3)=[CH:9][CH:8]=2)[CH2:6][CH2:5][O:4][CH2:3][CH2:2]1.C(OC(=O)N(C1C=CC(N2CCOCC2)=CC=1)C1C2N(C=CN=2)C([Sn](CCCC)(CCCC)CCCC)=CN=1)(C)(C)C.Br[C:73]1[O:81][CH:76]2[CH2:77][NH:78][C:79](=[O:80])[CH:75]2[CH:74]=1. The catalyst is CN(C=O)C.C1C=CC([P]([Pd]([P](C2C=CC=CC=2)(C2C=CC=CC=2)C2C=CC=CC=2)([P](C2C=CC=CC=2)(C2C=CC=CC=2)C2C=CC=CC=2)[P](C2C=CC=CC=2)(C2C=CC=CC=2)C2C=CC=CC=2)(C2C=CC=CC=2)C2C=CC=CC=2)=CC=1. The product is [N:1]1([C:7]2[CH:8]=[CH:9][C:10]([NH:13][C:14]3[C:15]4[N:16]([CH:27]=[CH:28][N:29]=4)[C:17]([C:73]4[O:81][C:76]5[CH2:77][NH:78][C:79](=[O:80])[C:75]=5[CH:74]=4)=[CH:18][N:19]=3)=[CH:11][CH:12]=2)[CH2:2][CH2:3][O:4][CH2:5][CH2:6]1. The yield is 0.640. (7) The reactants are Br[C:2]1[CH:3]=[CH:4][C:5]([F:8])=[N:6][CH:7]=1.[O:9]1[CH2:14][CH2:13][C:12](=O)[CH2:11][CH2:10]1.C1(P(C2CCCCC2)C2C=CC=CC=2C2C(C(C)C)=CC(C(C)C)=CC=2C(C)C)CCCCC1.CC(C)([O-])C.[Li+]. The catalyst is O1CCOCC1.C1C=CC(/C=C/C(/C=C/C2C=CC=CC=2)=O)=CC=1.C1C=CC(/C=C/C(/C=C/C2C=CC=CC=2)=O)=CC=1.C1C=CC(/C=C/C(/C=C/C2C=CC=CC=2)=O)=CC=1.[Pd].[Pd]. The product is [O:9]1[CH2:10][CH:11]=[C:12]([C:2]2[CH:3]=[CH:4][C:5]([F:8])=[N:6][CH:7]=2)[CH2:13][CH2:14]1. The yield is 0.210.